This data is from Catalyst prediction with 721,799 reactions and 888 catalyst types from USPTO. The task is: Predict which catalyst facilitates the given reaction. (1) Reactant: N1C=CC=CC=1.[C:7](OC(=O)C)(=[O:9])[CH3:8].[C:14]([N:24]1[CH2:27][CH:26]([C:28]2[CH:33]=[CH:32][C:31]([N:34]3[CH2:38][C@H:37]([CH2:39][NH2:40])[O:36][C:35]3=[O:41])=[CH:30][C:29]=2[F:42])[CH2:25]1)([O:16][CH2:17][C:18]1[CH:23]=[CH:22][CH:21]=[CH:20][CH:19]=1)=[O:15]. Product: [F:42][C:29]1[CH:30]=[C:31]([N:34]2[CH2:38][C@H:37]([CH2:39][NH:40][C:7](=[O:9])[CH3:8])[O:36][C:35]2=[O:41])[CH:32]=[CH:33][C:28]=1[CH:26]1[CH2:27][N:24]([C:14]([O:16][CH2:17][C:18]2[CH:23]=[CH:22][CH:21]=[CH:20][CH:19]=2)=[O:15])[CH2:25]1. The catalyst class is: 143. (2) Reactant: [NH2:1][CH2:2][C:3]1[CH:4]=[C:5]([C:9]2[N:10]([CH3:20])[C:11]3[C:16]([C:17]=2[C:18]#[N:19])=[CH:15][CH:14]=[CH:13][CH:12]=3)[CH:6]=[N:7][CH:8]=1.C1CCN2C(=NCCC2)CC1.[CH:32]([S:35](Cl)(=[O:37])=[O:36])([CH3:34])[CH3:33]. Product: [C:18]([C:17]1[C:16]2[C:11](=[CH:12][CH:13]=[CH:14][CH:15]=2)[N:10]([CH3:20])[C:9]=1[C:5]1[CH:4]=[C:3]([CH2:2][NH:1][S:35]([CH:32]([CH3:34])[CH3:33])(=[O:37])=[O:36])[CH:8]=[N:7][CH:6]=1)#[N:19]. The catalyst class is: 26. (3) Reactant: [CH:1]1([C@H:7]2[CH2:11][N:10]([C:12]([O:14][C:15]([CH3:18])([CH3:17])[CH3:16])=[O:13])[C@H:9]([C:19](=[O:24])N(OC)C)[CH2:8]2)[CH2:6][CH2:5][CH2:4][CH2:3][CH2:2]1.[H-].[Al+3].[Li+].[H-].[H-].[H-]. Product: [CH:1]1([C@H:7]2[CH2:11][N:10]([C:12]([O:14][C:15]([CH3:16])([CH3:17])[CH3:18])=[O:13])[C@H:9]([CH:19]=[O:24])[CH2:8]2)[CH2:2][CH2:3][CH2:4][CH2:5][CH2:6]1. The catalyst class is: 1.